Predict the reaction yield, written as a fraction of the theoretical maximum amount of product (1.0 means a 100% yield; for example, 0.34 means a 34% yield). From a dataset of Reaction yield outcomes from USPTO patents with 853,638 reactions. (1) The reactants are [CH3:1][CH:2]([C:4]1[CH:10]=[CH:9][CH:8]=[CH:7][C:5]=1[NH2:6])[CH3:3].P(=O)(O)(O)O.[N+]([O-])(O)=O.[N:20]([O-])=O.[Na+].C([O-])(=O)C.[K+].[C:29]([CH2:32][C:33](=[O:35])[CH3:34])(=[O:31])[CH3:30]. The catalyst is O.C(O)C. The product is [CH3:1][CH:2]([C:4]1[CH:10]=[CH:9][CH:8]=[CH:7][C:5]=1[NH:6][N:20]=[C:32]([C:33](=[O:35])[CH3:34])[C:29](=[O:31])[CH3:30])[CH3:3]. The yield is 0.270. (2) The yield is 0.460. The catalyst is C(OCC)(=O)C.O1CCCC1. The reactants are CS([O:5][CH2:6][C:7]1[C:8]([CH3:33])=[N:9][C:10]([CH2:29][CH:30]([CH3:32])[CH3:31])=[C:11]([CH2:20][NH:21][C:22]([O:24][C:25]([CH3:28])([CH3:27])[CH3:26])=[O:23])[C:12]=1[C:13]1[CH:18]=[CH:17][C:16]([CH3:19])=[CH:15][CH:14]=1)(=O)=O.[CH2:34](O)[CH2:35][CH2:36][OH:37].[H-].[Na+].Cl. The product is [OH:37][CH2:36][CH2:35][CH2:34][O:5][CH2:6][C:7]1[C:12]([C:13]2[CH:18]=[CH:17][C:16]([CH3:19])=[CH:15][CH:14]=2)=[C:11]([CH2:20][NH:21][C:22](=[O:23])[O:24][C:25]([CH3:28])([CH3:27])[CH3:26])[C:10]([CH2:29][CH:30]([CH3:32])[CH3:31])=[N:9][C:8]=1[CH3:33]. (3) The reactants are [OH:1][C@H:2]1[CH2:7][CH2:6][C@@H:5]([NH:8][C:9]2[C:14]([C:15]#[N:16])=[CH:13][N:12]=[C:11](S(C)(=O)=O)[N:10]=2)[CH2:4][C:3]1([CH3:22])[CH3:21].[Cl:23][C:24]1[C:25]([C:33]([F:36])([F:35])[F:34])=[C:26]([CH2:30][CH2:31][NH2:32])[CH:27]=[CH:28][CH:29]=1.CCN(C(C)C)C(C)C. The catalyst is C1COCC1. The product is [Cl:23][C:24]1[C:25]([C:33]([F:34])([F:35])[F:36])=[C:26]([CH:27]=[CH:28][CH:29]=1)[CH2:30][CH2:31][NH:32][C:11]1[N:10]=[C:9]([NH:8][C@@H:5]2[CH2:6][CH2:7][C@H:2]([OH:1])[C:3]([CH3:22])([CH3:21])[CH2:4]2)[C:14]([C:15]#[N:16])=[CH:13][N:12]=1. The yield is 0.390. (4) The reactants are Cl[C:2]1[CH:7]=[CH:6][C:5]([CH2:8][C:9](O)=O)=[CH:4][CH:3]=1.C1N=CN(C(N2C=NC=C2)=O)C=1.CC(C1C=CC(F)=CC=1O)=O.[C:35](=O)([O-:37])[O-:36].[K+].[K+]. The yield is 0.380. The product is [O:37]1[C:6]2[CH:7]=[CH:2][CH:3]=[CH:4][C:5]=2[CH:8]=[CH:9][C:35]1=[O:36]. The catalyst is CN(C=O)C.CN(C1C=CN=CC=1)C.O.